This data is from Reaction yield outcomes from USPTO patents with 853,638 reactions. The task is: Predict the reaction yield, written as a fraction of the theoretical maximum amount of product (1.0 means a 100% yield; for example, 0.34 means a 34% yield). (1) The reactants are [CH3:1][C:2](=[CH2:16])[CH2:3][CH2:4][O:5][C:6]1[CH:7]=[C:8]([NH:12][C:13](=[O:15])[CH3:14])[CH:9]=[CH:10][CH:11]=1.[Al+3].[Cl-].[Cl-].[Cl-].O. The catalyst is FC1C=CC=CC=1. The product is [CH3:16][C:2]1([CH3:1])[C:11]2[C:6](=[CH:7][C:8]([NH:12][C:13](=[O:15])[CH3:14])=[CH:9][CH:10]=2)[O:5][CH2:4][CH2:3]1. The yield is 0.540. (2) The reactants are [C:1]1([C:16]2[CH:21]=[CH:20][CH:19]=[CH:18][CH:17]=2)[CH:6]=[CH:5][CH:4]=[CH:3][C:2]=1[C:7]1[CH:15]=[CH:14][CH:13]=[C:12]2[C:8]=1[CH:9]=[CH:10][CH2:11]2.CS(C)=O.[Br:26]N1C(=O)CCC1=O.C1(C)C=CC(S(O)(=O)=O)=CC=1. The catalyst is O. The product is [C:1]1([C:16]2[CH:17]=[CH:18][CH:19]=[CH:20][CH:21]=2)[CH:6]=[CH:5][CH:4]=[CH:3][C:2]=1[C:7]1[CH:15]=[CH:14][CH:13]=[C:12]2[C:8]=1[CH:9]=[C:10]([Br:26])[CH2:11]2. The yield is 0.750. (3) The reactants are [Br:1][C:2]1[CH:9]=[CH:8][C:5]([CH:6]=[CH2:7])=[CH:4][CH:3]=1.[N+](=[CH:12][C:13]([O:15][CH2:16][CH3:17])=[O:14])=[N-]. The catalyst is CC(OC)(C)C. The product is [Br:1][C:2]1[CH:9]=[CH:8][C:5]([C@H:6]2[CH2:7][C@@H:12]2[C:13]([O:15][CH2:16][CH3:17])=[O:14])=[CH:4][CH:3]=1. The yield is 0.880.